This data is from Experimentally validated miRNA-target interactions with 360,000+ pairs, plus equal number of negative samples. The task is: Binary Classification. Given a miRNA mature sequence and a target amino acid sequence, predict their likelihood of interaction. (1) The miRNA is hsa-miR-7160-5p with sequence UGCUGAGGUCCGGGCUGUGCC. The protein sequence of the target gene is MCSQLWFLTDRRIREDYPQVQILRALRQRCSEQDVRFRAVLMDQIAVTIVGGHLGLQLNQKALTTFPDVVLVRVPTPSVQSDSDITVLRHLEKLGCRLVNRPQSILNCINKFWTFQELAGHGVPMPDTFSYGGHEDFSKMIDEAEPLGYPVVVKSTRGHRGKAVFLARDKHHLSDICHLIRHDVPYLFQKYVKESHGKDIRVVVVGGQVIGSMLRCSTDGRMQSNCSLGGVGVKCPLTEQGKQLAIQVSNILGMDFCGIDLLIMDDGSFVVCEANANVGFLAFDQACNLDVGGIIADYTM.... Result: 0 (no interaction). (2) Result: 0 (no interaction). The miRNA is dre-miR-133b-3p with sequence UUUGGUCCCCUUCAACCAGCUA. The protein sequence of the target gene is MPEQSNDYRVAVFGAGGVGKSSLVLRFVKGTFRESYIPTVEDTYRQVISCDKSICTLQITDTTGSHQFPAMQRLSISKGHAFILVYSITSRQSLEELKPIYEQICEIKGDVESIPIMLVGNKCDESPSREVQSSEAEALARTWKCAFMETSAKLNHNVKELFQELLNLEKRRTVSLQIDGKKSKQQKRKEKLKGKCVIM.